From a dataset of NCI-60 drug combinations with 297,098 pairs across 59 cell lines. Regression. Given two drug SMILES strings and cell line genomic features, predict the synergy score measuring deviation from expected non-interaction effect. Drug 1: C1CCC(CC1)NC(=O)N(CCCl)N=O. Drug 2: C1=C(C(=O)NC(=O)N1)N(CCCl)CCCl. Cell line: LOX IMVI. Synergy scores: CSS=58.2, Synergy_ZIP=-2.64, Synergy_Bliss=-4.08, Synergy_Loewe=-1.20, Synergy_HSA=2.61.